From a dataset of Full USPTO retrosynthesis dataset with 1.9M reactions from patents (1976-2016). Predict the reactants needed to synthesize the given product. (1) Given the product [C:13]([O:4][CH2:3][CH2:2][CH2:1][O:5][C:19](=[O:20])[CH:11]=[CH2:12])(=[O:16])[CH:14]=[CH2:15], predict the reactants needed to synthesize it. The reactants are: [CH2:1]([OH:5])[CH2:2][CH2:3][OH:4].C(N([CH2:11][CH3:12])CC)C.[C:13](Cl)(=[O:16])[CH:14]=[CH2:15].C[C:19](N(C)C)=[O:20]. (2) Given the product [F:18][C:15]1[CH:14]=[CH:13][C:12]([CH2:11][NH:10][C:8]([C:7]2[CH2:21][N:22]([CH2:23][CH2:24][N:25]3[CH2:30][CH2:29][O:28][CH2:27][CH2:26]3)[C:4](=[O:19])[C:5]=2[OH:6])=[O:9])=[CH:17][CH:16]=1, predict the reactants needed to synthesize it. The reactants are: CC1(C)[O:6][C:5](=[CH:7][C:8]([NH:10][CH2:11][C:12]2[CH:17]=[CH:16][C:15]([F:18])=[CH:14][CH:13]=2)=[O:9])[C:4](=[O:19])O1.[CH2:21]=[N:22][CH2:23][CH2:24][N:25]1[CH2:30][CH2:29][O:28][CH2:27][CH2:26]1. (3) The reactants are: Br[C:2]1[CH:11]=[CH:10][C:9]2[C:8]([CH3:13])([CH3:12])[CH2:7][CH:6]=[C:5]([S:14][C:15]3[CH:20]=[CH:19][CH:18]=[CH:17][CH:16]=3)[C:4]=2[CH:3]=1.[CH:21]([C:23]1[CH:33]=[CH:32][C:26]([C:27]([O:29][CH2:30][CH3:31])=[O:28])=[CH:25][CH:24]=1)=[CH2:22].C1(C)C=CC=CC=1P(C1C=CC=CC=1C)C1C=CC=CC=1C. Given the product [CH3:12][C:8]1([CH3:13])[CH2:7][CH:6]=[C:5]([S:14][C:15]2[CH:20]=[CH:19][CH:18]=[CH:17][CH:16]=2)[C:4]2[C:3](/[CH:22]=[CH:21]/[C:23]3[CH:33]=[CH:32][C:26]([C:27]([O:29][CH2:30][CH3:31])=[O:28])=[CH:25][CH:24]=3)=[CH:2][CH:11]=[CH:10][C:9]1=2, predict the reactants needed to synthesize it. (4) Given the product [F:1][C:2]1[C:7]([C:8]([CH3:19])([CH3:18])[CH2:9][C:10]([C:13]([F:16])([F:14])[F:15])([OH:17])[CH2:11][NH:22][C:23]2[CH:32]=[CH:31][C:30]([F:33])=[C:29]3[C:24]=2[CH:25]=[N:26][C:27]([CH3:34])=[N:28]3)=[C:6]([O:20][CH3:21])[CH:5]=[CH:4][CH:3]=1, predict the reactants needed to synthesize it. The reactants are: [F:1][C:2]1[C:7]([C:8]([CH3:19])([CH3:18])[CH2:9][C:10]([OH:17])([C:13]([F:16])([F:15])[F:14])[CH:11]=O)=[C:6]([O:20][CH3:21])[CH:5]=[CH:4][CH:3]=1.[NH2:22][C:23]1[CH:32]=[CH:31][C:30]([F:33])=[C:29]2[C:24]=1[CH:25]=[N:26][C:27]([CH3:34])=[N:28]2.